Dataset: TCR-epitope binding with 47,182 pairs between 192 epitopes and 23,139 TCRs. Task: Binary Classification. Given a T-cell receptor sequence (or CDR3 region) and an epitope sequence, predict whether binding occurs between them. (1) The epitope is LPRRSGAAGA. The TCR CDR3 sequence is CASSFSLDKPTNTGELFF. Result: 0 (the TCR does not bind to the epitope). (2) The epitope is KLWAQCVQL. The TCR CDR3 sequence is CATSDGDVSLVHHNEQFF. Result: 1 (the TCR binds to the epitope). (3) The epitope is RQLLFVVEV. The TCR CDR3 sequence is CASSPSSTPYEQYF. Result: 1 (the TCR binds to the epitope). (4) The epitope is LSDDAVVCFNSTY. The TCR CDR3 sequence is CSASNQESYGYTF. Result: 0 (the TCR does not bind to the epitope). (5) The epitope is IPRRNVATL. The TCR CDR3 sequence is CSARVSPEGGPENYGYTF. Result: 0 (the TCR does not bind to the epitope).